This data is from Full USPTO retrosynthesis dataset with 1.9M reactions from patents (1976-2016). The task is: Predict the reactants needed to synthesize the given product. (1) Given the product [ClH:9].[NH2:2][CH2:3][C:4]([O:6][CH2:11][CH2:12][CH3:13])=[O:5], predict the reactants needed to synthesize it. The reactants are: Cl.[NH2:2][CH2:3][C:4]([OH:6])=[O:5].O=S(Cl)[Cl:9].[CH2:11](O)[CH2:12][CH3:13]. (2) Given the product [Cl:19][CH2:20][CH2:21][O:22][C:23]1[CH:32]=[C:31]([O:33][CH3:34])[CH:30]=[C:29]2[C:24]=1[C:25]([NH:35][C:36]1[CH:40]=[C:39]([CH2:41][C:42]([NH:51][C:52]3[CH:57]=[CH:56][CH:55]=[CH:54][CH:53]=3)=[O:43])[NH:38][N:37]=1)=[N:26][CH:27]=[N:28]2, predict the reactants needed to synthesize it. The reactants are: FC(F)(F)C(OC1C(F)=C(F)C(F)=C(F)C=1F)=O.[Cl:19][CH2:20][CH2:21][O:22][C:23]1[CH:32]=[C:31]([O:33][CH3:34])[CH:30]=[C:29]2[C:24]=1[C:25]([NH:35][C:36]1[CH:40]=[C:39]([CH2:41][C:42](O)=[O:43])[NH:38][N:37]=1)=[N:26][CH:27]=[N:28]2.N1C=CC=CC=1.[NH2:51][C:52]1[CH:57]=[CH:56][CH:55]=[CH:54][CH:53]=1.